Dataset: Full USPTO retrosynthesis dataset with 1.9M reactions from patents (1976-2016). Task: Predict the reactants needed to synthesize the given product. The reactants are: P12(SP3(SP(SP(S3)(S1)=S)(=S)S2)=S)=[S:2].[CH:15]1([CH2:21][C:22]2[NH:23][C:24](=O)[C:25]3[CH:30]=[N:29][N:28]([CH:31]([CH2:34][CH3:35])[CH2:32][CH3:33])[C:26]=3[N:27]=2)[CH2:20][CH2:19][CH2:18][CH2:17][CH2:16]1.C(=O)(O)[O-].[Na+]. Given the product [CH:15]1([CH2:21][C:22]2[NH:23][C:24](=[S:2])[C:25]3[CH:30]=[N:29][N:28]([CH:31]([CH2:34][CH3:35])[CH2:32][CH3:33])[C:26]=3[N:27]=2)[CH2:20][CH2:19][CH2:18][CH2:17][CH2:16]1, predict the reactants needed to synthesize it.